Dataset: Catalyst prediction with 721,799 reactions and 888 catalyst types from USPTO. Task: Predict which catalyst facilitates the given reaction. (1) Reactant: [Cl:1][C:2]1[C:7]([NH2:8])=[C:6]([NH:9][CH2:10][CH2:11][CH2:12][C:13]#[CH:14])[CH:5]=[CH:4][N:3]=1.[C:15](=S)=[S:16].[OH-].[K+].C(O)(=O)C. Product: [Cl:1][C:2]1[C:7]2[NH:8][C:15](=[S:16])[N:9]([CH2:10][CH2:11][CH2:12][C:13]#[CH:14])[C:6]=2[CH:5]=[CH:4][N:3]=1. The catalyst class is: 40. (2) Reactant: [CH3:1][CH:2]([CH2:4][CH2:5][CH2:6][C@H:7]([C@@H:9]1[C@:26]2([CH3:27])[C@H:12]([C@H:13]3[C@H:23]([CH2:24][CH2:25]2)[C@:21]2([CH3:22])[C:16]([CH2:17][C@@H:18](O)[CH2:19][CH2:20]2)=[CH:15][CH2:14]3)[CH2:11][CH2:10]1)[CH3:8])[CH3:3].CC(CCC[C@H]([C@@H]1[C@]2(C)[C@H]([C@H]3[C@H](CC2)[C@]2(C)C(C[C@@H](NCCCNC(=O)CCNC(=O)CCNC(=O)CCCCCNC4C=CC([N+]([O-])=O)=CC=4[N+]([O-])=O)CC2)=CC3)CC1)C)C.C[Si]([Cl:95])(C)C.C([O-])(O)=O.[Na+]. Product: [Cl:95][C@H:18]1[CH2:19][CH2:20][C@@:21]2([CH3:22])[C:16](=[CH:15][CH2:14][C@@H:13]3[C@@H:23]2[CH2:24][CH2:25][C@@:26]2([CH3:27])[C@H:12]3[CH2:11][CH2:10][C@@H:9]2[C@H:7]([CH3:8])[CH2:6][CH2:5][CH2:4][CH:2]([CH3:1])[CH3:3])[CH2:17]1. The catalyst class is: 388.